Dataset: Full USPTO retrosynthesis dataset with 1.9M reactions from patents (1976-2016). Task: Predict the reactants needed to synthesize the given product. (1) The reactants are: I[C:2]1[N:11]=[C:10]2[N:4]([CH2:5][CH2:6][C:7]3[CH:23]=[CH:22][CH:21]=[CH:20][C:8]=3[CH:9]2[O:12][CH:13]2[CH2:18][CH2:17][N:16]([CH3:19])[CH2:15][CH2:14]2)[C:3]=1[CH3:24].[F:25][C:26]1[CH:27]=[C:28](B(O)O)[CH:29]=[CH:30][CH:31]=1.C(=O)([O-])[O-].[K+].[K+]. Given the product [F:25][C:26]1[CH:31]=[C:30]([C:2]2[N:11]=[C:10]3[N:4]([CH2:5][CH2:6][C:7]4[CH:23]=[CH:22][CH:21]=[CH:20][C:8]=4[CH:9]3[O:12][CH:13]3[CH2:18][CH2:17][N:16]([CH3:19])[CH2:15][CH2:14]3)[C:3]=2[CH3:24])[CH:29]=[CH:28][CH:27]=1, predict the reactants needed to synthesize it. (2) The reactants are: C([O:3][C:4](=O)[C:5]1[CH:10]=[CH:9][CH:8]=[C:7]([NH:11][C:12]2[S:13][CH:14]=[C:15]([C:17]3[N:21]4[CH:22]=[CH:23][CH:24]=[CH:25][C:20]4=[N:19][C:18]=3[CH3:26])[N:16]=2)[CH:6]=1)C.ClCCl.[NH2:31][OH:32].[OH-].[Na+]. Given the product [OH:32][NH:31][C:4](=[O:3])[C:5]1[CH:10]=[CH:9][CH:8]=[C:7]([NH:11][C:12]2[S:13][CH:14]=[C:15]([C:17]3[N:21]4[CH:22]=[CH:23][CH:24]=[CH:25][C:20]4=[N:19][C:18]=3[CH3:26])[N:16]=2)[CH:6]=1, predict the reactants needed to synthesize it. (3) Given the product [C:10]([C@H:11]1[CH2:15][CH2:14][CH2:13][N:12]1[C:23]([C@H:18]1[CH2:19][CH2:20][CH2:21][CH2:22][C@@H:17]1[C:26]([N:12]1[CH2:13][CH2:14][CH2:15][CH:11]1[C:10]([OH:9])=[O:16])=[O:28])=[O:25])([OH:16])=[O:9], predict the reactants needed to synthesize it. The reactants are: Cl.C([O:9][C:10](=[O:16])[C@H:11]1[CH2:15][CH2:14][CH2:13][NH:12]1)C1C=CC=CC=1.[C@@H:17]1([C:26]([OH:28])=O)[CH2:22][CH2:21][CH2:20][CH2:19][C@H:18]1[C:23]([OH:25])=O. (4) Given the product [NH:24]1[C:32]2[C:27](=[C:28]([C:2]3[N:11]=[CH:10][C:9]4[N:8]([CH2:12][C:13]([O:15][C:16]([CH3:19])([CH3:18])[CH3:17])=[O:14])[CH2:7][C@@H:6]5[CH2:20][O:21][CH2:22][CH2:23][N:5]5[C:4]=4[N:3]=3)[CH:29]=[CH:30][CH:31]=2)[CH:26]=[CH:25]1, predict the reactants needed to synthesize it. The reactants are: Cl[C:2]1[N:11]=[CH:10][C:9]2[N:8]([CH2:12][C:13]([O:15][C:16]([CH3:19])([CH3:18])[CH3:17])=[O:14])[CH2:7][C@@H:6]3[CH2:20][O:21][CH2:22][CH2:23][N:5]3[C:4]=2[N:3]=1.[NH:24]1[C:32]2[CH:31]=[CH:30][CH:29]=[C:28](B(O)O)[C:27]=2[CH:26]=[CH:25]1.C(=O)([O-])[O-].[Na+].[Na+]. (5) Given the product [Br:1][C:2]1[CH:7]=[CH:6][C:5]([C:8]([N:10]2[CH2:14][CH2:13][C@H:12]([N:24]([CH2:23][CH2:22][O:21][CH3:20])[CH3:25])[CH2:11]2)=[O:9])=[CH:4][CH:3]=1, predict the reactants needed to synthesize it. The reactants are: [Br:1][C:2]1[CH:7]=[CH:6][C:5]([C:8]([N:10]2[CH2:14][CH2:13][C@@H:12](OS(C)(=O)=O)[CH2:11]2)=[O:9])=[CH:4][CH:3]=1.[CH3:20][O:21][CH2:22][CH2:23][NH:24][CH3:25]. (6) Given the product [C:30]([N:24]([N:13]1[C:12](=[O:29])[C:11]2[C:16](=[CH:17][C:18]([C:19]([F:21])([F:22])[F:20])=[C:9]([C:8]3[N:4]([CH:1]([CH3:3])[CH3:2])[N:5]=[CH:6][CH:7]=3)[CH:10]=2)[NH:15][C:14]1=[O:23])[S:25]([CH3:28])(=[O:26])=[O:27])(=[O:34])[CH:31]([CH3:33])[CH3:32], predict the reactants needed to synthesize it. The reactants are: [CH:1]([N:4]1[C:8]([C:9]2[CH:10]=[C:11]3[C:16](=[CH:17][C:18]=2[C:19]([F:22])([F:21])[F:20])[NH:15][C:14](=[O:23])[N:13]([NH:24][S:25]([CH3:28])(=[O:27])=[O:26])[C:12]3=[O:29])=[CH:7][CH:6]=[N:5]1)([CH3:3])[CH3:2].[C:30](Cl)(=[O:34])[CH:31]([CH3:33])[CH3:32]. (7) Given the product [NH:1]([C:38]([O:40][C:41]([CH3:44])([CH3:43])[CH3:42])=[O:39])[C@@H:2]([C:29]([O:31][CH2:32][CH2:33][C:34]([F:35])([F:36])[F:37])=[O:30])[CH2:3][CH2:4][C:5]([NH:7][C@@H:8]([C:19]([OH:21])=[O:20])[CH2:9][C:10]1[C:18]2[C:13](=[CH:14][CH:15]=[CH:16][CH:17]=2)[NH:12][CH:11]=1)=[O:6], predict the reactants needed to synthesize it. The reactants are: [NH:1]([C:38]([O:40][C:41]([CH3:44])([CH3:43])[CH3:42])=[O:39])[C@@H:2]([C:29]([O:31][CH2:32][CH2:33][C:34]([F:37])([F:36])[F:35])=[O:30])[CH2:3][CH2:4][C:5]([NH:7][C@@H:8]([C:19]([O:21]CC1C=CC=CC=1)=[O:20])[CH2:9][C:10]1[C:18]2[C:13](=[CH:14][CH:15]=[CH:16][CH:17]=2)[NH:12][CH:11]=1)=[O:6].[H][H].